Predict the reaction yield, written as a fraction of the theoretical maximum amount of product (1.0 means a 100% yield; for example, 0.34 means a 34% yield). From a dataset of Reaction yield outcomes from USPTO patents with 853,638 reactions. (1) The reactants are C(OC([N:8]1[CH2:13][CH2:12][N:11]([C:14]2[C:19]([N+:20]([O-:22])=[O:21])=[CH:18][CH:17]=[CH:16][C:15]=2[Cl:23])[CH2:10][CH2:9]1)=O)(C)(C)C.C(Cl)Cl. The catalyst is FC(F)(F)C(O)=O. The product is [Cl:23][C:15]1[CH:16]=[CH:17][CH:18]=[C:19]([N+:20]([O-:22])=[O:21])[C:14]=1[N:11]1[CH2:12][CH2:13][NH:8][CH2:9][CH2:10]1. The yield is 0.950. (2) The reactants are Cl[C:2]1[CH2:6][C@H:5]([CH:7]2[CH2:11][CH2:10][CH2:9][CH2:8]2)[N:4]([C:12]2[CH:19]=[CH:18][C:15]([C:16]#[N:17])=[C:14]([CH3:20])[N:13]=2)[N:3]=1.CC1(C)C(C)(C)OB([C:29]2[CH:34]=[CH:33][C:32]([S:35]([NH2:38])(=[O:37])=[O:36])=[CH:31][CH:30]=2)O1.C(=O)([O-])[O-].[Cs+].[Cs+]. The catalyst is O1CCOCC1.C1C=CC([P]([Pd]([P](C2C=CC=CC=2)(C2C=CC=CC=2)C2C=CC=CC=2)([P](C2C=CC=CC=2)(C2C=CC=CC=2)C2C=CC=CC=2)[P](C2C=CC=CC=2)(C2C=CC=CC=2)C2C=CC=CC=2)(C2C=CC=CC=2)C2C=CC=CC=2)=CC=1. The product is [C:16]([C:15]1[CH:18]=[CH:19][C:12]([N:4]2[C@@H:5]([CH:7]3[CH2:11][CH2:10][CH2:9][CH2:8]3)[CH2:6][C:2]([C:29]3[CH:34]=[CH:33][C:32]([S:35]([NH2:38])(=[O:37])=[O:36])=[CH:31][CH:30]=3)=[N:3]2)=[N:13][C:14]=1[CH3:20])#[N:17]. The yield is 0.440. (3) The reactants are CC1(C)N([O])C(C)(C)CCC1.[F:12][C:13]1[C:18]([O:19][CH:20]([CH3:22])[CH3:21])=[CH:17][C:16]([CH2:23][OH:24])=[CH:15][C:14]=1[O:25][CH:26]([CH3:28])[CH3:27].Cl([O-])=[O:30].[Na+].Cl[O-].[Na+].[OH-].[Na+].S([O-])([O-])=O.[Na+].[Na+]. The catalyst is CC#N.P([O-])([O-])([O-])=O.[Na+].[Na+].[Na+].O. The product is [F:12][C:13]1[C:18]([O:19][CH:20]([CH3:22])[CH3:21])=[CH:17][C:16]([C:23]([OH:30])=[O:24])=[CH:15][C:14]=1[O:25][CH:26]([CH3:28])[CH3:27]. The yield is 0.120. (4) The reactants are [Br:1][C:2]1[CH:7]=[CH:6][C:5]([OH:8])=[CH:4][C:3]=1[CH3:9].Cl[CH2:11][CH2:12][O:13][CH3:14].C(=O)([O-])[O-].[K+].[K+]. The catalyst is CO. The product is [Br:1][C:2]1[CH:7]=[CH:6][C:5]([O:8][CH2:11][CH2:12][O:13][CH3:14])=[CH:4][C:3]=1[CH3:9]. The yield is 0.990. (5) The reactants are [CH:1]1[CH:6]=[CH:5][C:4]([CH2:7]Br)=[CH:3][CH:2]=1.[CH:9]1[C:14]([C:15]2[CH:16]=[CH:17][C:18]([F:22])=[CH:19][C:20]=2[F:21])=[CH:13][C:12]([C:23]([OH:25])=[O:24])=[C:11]([OH:26])[CH:10]=1.O. The catalyst is CCCC[N+](CCCC)(CCCC)CCCC.[F-]. The product is [F:21][C:20]1[CH:19]=[C:18]([F:22])[CH:17]=[CH:16][C:15]=1[C:14]1[CH:9]=[CH:10][C:11]([OH:26])=[C:12]([C:23]([O:25][CH2:7][C:4]2[CH:5]=[CH:6][CH:1]=[CH:2][CH:3]=2)=[O:24])[CH:13]=1. The yield is 0.770. (6) The reactants are [F:1][C:2]1[C:3]([C:24]2[N:25]([CH:30]([CH3:32])[CH3:31])[C:26]([CH3:29])=[N:27][CH:28]=2)=[N:4][C:5]([NH:8][CH:9]2[CH2:14][CH2:13][N:12]([S:15]([CH:18]3[CH2:23][CH2:22][NH:21][CH2:20][CH2:19]3)(=[O:17])=[O:16])[CH2:11][CH2:10]2)=[N:6][CH:7]=1.C=O.[C:35]([BH3-])#N.[Na+]. The catalyst is CO. The product is [F:1][C:2]1[C:3]([C:24]2[N:25]([CH:30]([CH3:32])[CH3:31])[C:26]([CH3:29])=[N:27][CH:28]=2)=[N:4][C:5]([NH:8][CH:9]2[CH2:14][CH2:13][N:12]([S:15]([CH:18]3[CH2:23][CH2:22][N:21]([CH3:35])[CH2:20][CH2:19]3)(=[O:16])=[O:17])[CH2:11][CH2:10]2)=[N:6][CH:7]=1. The yield is 0.750.